This data is from Catalyst prediction with 721,799 reactions and 888 catalyst types from USPTO. The task is: Predict which catalyst facilitates the given reaction. (1) Reactant: C1(C(C2C=CC=CC=2)(C2C=CC=CC=2)[N:8]2[CH:12]=[C:11]([C@@H:13]3[CH2:15][C@H:14]3[CH2:16][NH2:17])[N:10]=[CH:9]2)C=CC=CC=1.[ClH:30]. Product: [ClH:30].[ClH:30].[NH2:17][CH2:16][C@@H:14]1[CH2:15][C@H:13]1[C:11]1[N:10]=[CH:9][NH:8][CH:12]=1. The catalyst class is: 5. (2) Reactant: [Br:1][C:2]1[C:3]([F:11])=[C:4]([CH:8]=[CH:9][CH:10]=1)[C:5]([OH:7])=O.C(Cl)(=O)C(Cl)=O.[CH3:18][N:19]1[C:23]([C:24]2[CH:25]=[C:26]([CH:28]=[CH:29][CH:30]=2)[NH2:27])=[CH:22][N:21]=[C:20]1[CH3:31].C(N(CC)CC)C. Product: [Br:1][C:2]1[C:3]([F:11])=[C:4]([CH:8]=[CH:9][CH:10]=1)[C:5]([NH:27][C:26]1[CH:28]=[CH:29][CH:30]=[C:24]([C:23]2[N:19]([CH3:18])[C:20]([CH3:31])=[N:21][CH:22]=2)[CH:25]=1)=[O:7]. The catalyst class is: 120. (3) Reactant: Br[C:2]1[S:3][C:4]([C:7]([O:9][CH2:10][CH3:11])=[O:8])=[CH:5][N:6]=1.C([O-])([O-])=O.[K+].[K+].[C:18]1([SH:24])[CH:23]=[CH:22][CH:21]=[CH:20][CH:19]=1. Product: [C:18]1([S:24][C:2]2[S:3][C:4]([C:7]([O:9][CH2:10][CH3:11])=[O:8])=[CH:5][N:6]=2)[CH:23]=[CH:22][CH:21]=[CH:20][CH:19]=1. The catalyst class is: 14. (4) Reactant: [Cl:1][C:2]1[N:3]=[C:4]([NH2:9])[N:5]=[N:6][C:7]=1[CH3:8].CP([C:14]1[CH:20]=[CH:19][C:17](N)=[C:16]([S:21](C(C)C)(=[O:23])=[O:22])[CH:15]=1)(C)=O.C[C:28]1([CH3:68])C2C(=C(P(C3C=CC=CC=3)C3C=CC=CC=3)C=CC=2)OC2C(P(C3C=CC=CC=3)C3C=CC=CC=3)=CC=CC1=2.[C:69](=[O:72])([O-])[O-].[Cs+].[Cs+]. Product: [Cl:1][C:2]1[N:3]=[C:4]([NH:9][C:20]2[CH:19]=[CH:17][C:16]([S:21]([N:6]3[CH2:68][CH2:28][N:3]([CH3:4])[CH2:2][CH2:7]3)(=[O:22])=[O:23])=[CH:15][C:14]=2[O:72][CH3:69])[N:5]=[N:6][C:7]=1[CH3:8]. The catalyst class is: 164. (5) Reactant: [CH3:1][N:2]1[C:6]([C:7]2[CH:12]=[CH:11][CH:10]=[CH:9][CH:8]=2)=[CH:5][CH:4]=[C:3]1[C:13]1[CH:14]=[C:15]2[C:20](=[CH:21][CH:22]=1)[CH:19]=[C:18]([OH:23])[CH:17]=[CH:16]2.Br[CH2:25][C:26]#[N:27].C(=O)([O-])[O-].[Cs+].[Cs+]. Product: [CH3:1][N:2]1[C:6]([C:7]2[CH:8]=[CH:9][CH:10]=[CH:11][CH:12]=2)=[CH:5][CH:4]=[C:3]1[C:13]1[CH:14]=[C:15]2[C:20](=[CH:21][CH:22]=1)[CH:19]=[C:18]([O:23][CH2:25][C:26]#[N:27])[CH:17]=[CH:16]2. The catalyst class is: 2.